This data is from Reaction yield outcomes from USPTO patents with 853,638 reactions. The task is: Predict the reaction yield, written as a fraction of the theoretical maximum amount of product (1.0 means a 100% yield; for example, 0.34 means a 34% yield). (1) The reactants are [C:1]([O:5][C:6]([N:8]1[CH:12]=[C:11]([N:13](C(OC(C)(C)C)=O)[C:14]2[CH:19]=[CH:18][N:17]=[C:16](Cl)[N:15]=2)[CH:10]=[N:9]1)=[O:7])([CH3:4])([CH3:3])[CH3:2].[CH:28]([NH:31][C:32](=[O:50])[CH2:33][O:34][C:35]1[CH:40]=[CH:39][CH:38]=[C:37](B2OC(C)(C)C(C)(C)O2)[CH:36]=1)([CH3:30])[CH3:29].C([O-])([O-])=O.[Na+].[Na+].CC(OC(OC(OC(C)(C)C)=O)=O)(C)C. The catalyst is CCO.O.C1C=CC(P(C2C=CC=CC=2)[C-]2C=CC=C2)=CC=1.C1C=CC(P(C2C=CC=CC=2)[C-]2C=CC=C2)=CC=1.Cl[Pd]Cl.[Fe+2]. The product is [CH:28]([NH:31][C:32](=[O:50])[CH2:33][O:34][C:35]1[CH:40]=[C:39]([C:16]2[N:15]=[C:14]([NH:13][C:11]3[CH:10]=[N:9][N:8]([C:6]([O:5][C:1]([CH3:2])([CH3:3])[CH3:4])=[O:7])[CH:12]=3)[CH:19]=[CH:18][N:17]=2)[CH:38]=[CH:37][CH:36]=1)([CH3:30])[CH3:29]. The yield is 0.220. (2) The reactants are [CH2:1]([N:8]1[C:16]2/[C:15](=[N:17]/[NH2:18])/[NH:14][C:13](=[O:19])[N:12]([CH2:20][CH2:21][CH2:22][CH2:23][CH3:24])[C:11]=2[N:10]=[CH:9]1)[C:2]1[CH:7]=[CH:6][CH:5]=[CH:4][CH:3]=1.[CH:25]([O-])([O-])OCC. No catalyst specified. The product is [CH2:1]([N:8]1[C:16]2[C:15]3=[N:17][N:18]=[CH:25][N:14]3[C:13](=[O:19])[N:12]([CH2:20][CH2:21][CH2:22][CH2:23][CH3:24])[C:11]=2[N:10]=[CH:9]1)[C:2]1[CH:7]=[CH:6][CH:5]=[CH:4][CH:3]=1. The yield is 0.485. (3) The reactants are [OH:1][N:2]=[CH:3][C:4]1[CH:9]=[CH:8][C:7]([S:10]([N:13]([CH2:45][CH:46]2[CH2:50][CH2:49][CH2:48][N:47]2C(OC(C)(C)C)=O)[CH2:14][C@@H:15]([OH:44])[C@@H:16]([NH:24][C:25](=[O:43])[C@@H:26]([N:30]2[CH2:34][CH2:33][N:32]([CH2:35][C:36]3[N:37]=[C:38]([CH3:41])[S:39][CH:40]=3)[C:31]2=[O:42])[CH:27]([CH3:29])[CH3:28])[CH2:17][C:18]2[CH:23]=[CH:22][CH:21]=[CH:20][CH:19]=2)(=[O:12])=[O:11])=[CH:6][CH:5]=1. The catalyst is ClCCl.FC(F)(F)C(O)=O. The product is [CH2:17]([C@H:16]([NH:24][C:25](=[O:43])[C@@H:26]([N:30]1[CH2:34][CH2:33][N:32]([CH2:35][C:36]2[N:37]=[C:38]([CH3:41])[S:39][CH:40]=2)[C:31]1=[O:42])[CH:27]([CH3:29])[CH3:28])[C@H:15]([OH:44])[CH2:14][N:13]([S:10]([C:7]1[CH:8]=[CH:9][C:4](/[CH:3]=[N:2]/[OH:1])=[CH:5][CH:6]=1)(=[O:11])=[O:12])[CH2:45][CH:46]1[CH2:50][CH2:49][CH2:48][NH:47]1)[C:18]1[CH:19]=[CH:20][CH:21]=[CH:22][CH:23]=1. The yield is 0.950. (4) The reactants are [NH:1]1[C:9]2[C:4](=[CH:5][CH:6]=[CH:7][CH:8]=2)[CH2:3][C:2]1=[O:10].[Cl-].[Al+3].[Cl-].[Cl-].[Cl:15][CH2:16][C:17](Cl)=[O:18].Cl. The catalyst is ClC(Cl)C.C(OCC)(=O)C. The product is [Cl:15][CH2:16][C:17]([C:6]1[CH:5]=[C:4]2[C:9](=[CH:8][CH:7]=1)[NH:1][C:2](=[O:10])[CH2:3]2)=[O:18]. The yield is 0.980. (5) The catalyst is C(#N)C.C([O-])(O)=O.[Na+]. The product is [Cl:1][C:2]1[CH:28]=[CH:27][C:5]([CH2:6][N:7]2[C:12](=[O:13])[C:11]([CH2:14][Br:30])=[N:10][N:9]([C:16]3[CH:17]=[C:18]([NH:22][C:23](=[O:25])[CH3:24])[CH:19]=[CH:20][CH:21]=3)[C:8]2=[O:26])=[CH:4][CH:3]=1. The yield is 0.930. The reactants are [Cl:1][C:2]1[CH:28]=[CH:27][C:5]([CH2:6][N:7]2[C:12](=[O:13])[C:11]([CH2:14]O)=[N:10][N:9]([C:16]3[CH:17]=[C:18]([NH:22][C:23](=[O:25])[CH3:24])[CH:19]=[CH:20][CH:21]=3)[C:8]2=[O:26])=[CH:4][CH:3]=1.P(Br)(Br)[Br:30].